Dataset: Reaction yield outcomes from USPTO patents with 853,638 reactions. Task: Predict the reaction yield, written as a fraction of the theoretical maximum amount of product (1.0 means a 100% yield; for example, 0.34 means a 34% yield). The reactants are [Cl:1][C:2]1[CH:21]=[C:20]([O:22][CH2:23][CH:24]=[C:25]([Cl:27])[Cl:26])[CH:19]=[C:18]([Cl:28])[C:3]=1[O:4][CH2:5][CH2:6][CH2:7][O:8][C:9]1[CH:14]=[CH:13][C:12]([C:15](=O)[CH3:16])=[CH:11][CH:10]=1.Cl.[CH2:30]([O:32][NH2:33])[CH3:31].Cl. The catalyst is N1C=CC=CC=1. The product is [CH2:30]([O:32][N:33]=[C:15]([C:12]1[CH:13]=[CH:14][C:9]([O:8][CH2:7][CH2:6][CH2:5][O:4][C:3]2[C:2]([Cl:1])=[CH:21][C:20]([O:22][CH2:23][CH:24]=[C:25]([Cl:27])[Cl:26])=[CH:19][C:18]=2[Cl:28])=[CH:10][CH:11]=1)[CH3:16])[CH3:31]. The yield is 0.990.